This data is from Full USPTO retrosynthesis dataset with 1.9M reactions from patents (1976-2016). The task is: Predict the reactants needed to synthesize the given product. (1) Given the product [CH:15]1([C:18]2[C:19]([O:5][CH2:6][CH:7]3[CH2:14][CH2:13][C:10]4([CH2:12][CH2:11]4)[CH2:9][CH2:8]3)=[CH:20][C:21]3[N:22]([CH:24]=[N:25][N:26]=3)[CH:23]=2)[CH2:17][CH2:16]1, predict the reactants needed to synthesize it. The reactants are: CS([O:5][CH2:6][CH:7]1[CH2:14][CH2:13][C:10]2([CH2:12][CH2:11]2)[CH2:9][CH2:8]1)(=O)=O.[CH:15]1([C:18]2[C:19](O)=[CH:20][C:21]3[N:22]([CH:24]=[N:25][N:26]=3)[CH:23]=2)[CH2:17][CH2:16]1.C(=O)([O-])[O-].[K+].[K+].O. (2) Given the product [CH3:1][N:2]([CH3:13])[C:3]1[N:8]=[C:7]([C:9]([O:17][CH3:16])=[O:14])[CH:6]=[CH:5][N:4]=1, predict the reactants needed to synthesize it. The reactants are: [CH3:1][N:2]([CH3:13])[C:3]1[N:8]=[C:7]([C:9](F)(F)F)[CH:6]=[CH:5][N:4]=1.[OH-:14].[Na+].[C:16](=O)([O-])[OH:17].[Na+].[I-]. (3) Given the product [C:1]([O:4][CH2:5][C:6]1[C:24]([F:25])=[C:23]([NH2:26])[C:9]2[C:10](=[O:22])[CH:11]=[C:12]([C:14]3[CH:19]=[CH:18][C:17]([NH:20][C:34](=[O:35])[CH2:33][CH2:32][CH2:31][N:30]([CH3:37])[CH3:29])=[C:16]([F:21])[CH:15]=3)[O:13][C:8]=2[C:7]=1[F:27])(=[O:3])[CH3:2], predict the reactants needed to synthesize it. The reactants are: [C:1]([O:4][CH2:5][C:6]1[C:24]([F:25])=[C:23]([NH2:26])[C:9]2[C:10](=[O:22])[CH:11]=[C:12]([C:14]3[CH:19]=[CH:18][C:17]([NH2:20])=[C:16]([F:21])[CH:15]=3)[O:13][C:8]=2[C:7]=1[F:27])(=[O:3])[CH3:2].Cl.[CH3:29][N:30]([CH3:37])[CH2:31][CH2:32][CH2:33][C:34](O)=[O:35].Cl.CN(C)CCCN=C=NCC.O.